From a dataset of Full USPTO retrosynthesis dataset with 1.9M reactions from patents (1976-2016). Predict the reactants needed to synthesize the given product. (1) Given the product [F:12][C:13]1[CH:18]=[CH:17][C:16]([NH2:19])=[CH:15][C:14]=1[C:20]#[C:21][C:2]1[CH:7]=[N:6][CH:5]=[C:4]2[N:8]([CH3:11])[N:9]=[CH:10][C:3]=12, predict the reactants needed to synthesize it. The reactants are: Br[C:2]1[CH:7]=[N:6][CH:5]=[C:4]2[N:8]([CH3:11])[N:9]=[CH:10][C:3]=12.[F:12][C:13]1[CH:18]=[CH:17][C:16]([NH2:19])=[CH:15][C:14]=1[C:20]#[C:21][Si](C)(C)C.[F-].C([N+](CCCC)(CCCC)CCCC)CCC. (2) The reactants are: C([O:3][C:4](=[O:31])[CH2:5][CH:6]1[O:10][B:9]([OH:11])[C:8]2[CH:12]=[C:13]([O:17][C:18]3[S:19][C:20]([NH:23][C:24]([O:26][C:27]([CH3:30])([CH3:29])[CH3:28])=[O:25])=[CH:21][N:22]=3)[CH:14]=[C:15]([CH3:16])[C:7]1=2)C.[Li+].[OH-].Cl. Given the product [C:27]([O:26][C:24]([NH:23][C:20]1[S:19][C:18]([O:17][C:13]2[CH:14]=[C:15]([CH3:16])[C:7]3[CH:6]([CH2:5][C:4]([OH:31])=[O:3])[O:10][B:9]([OH:11])[C:8]=3[CH:12]=2)=[N:22][CH:21]=1)=[O:25])([CH3:30])([CH3:29])[CH3:28], predict the reactants needed to synthesize it. (3) Given the product [Cl:1][C:2]1[CH:8]=[C:7]([I:9])[CH:6]=[CH:5][C:3]=1[NH:4][C:25]1[CH:24]=[C:23]([S:20](=[O:22])(=[O:21])[N:19]([CH3:18])[CH3:33])[CH:31]=[CH:30][C:26]=1[C:27]([OH:29])=[O:28], predict the reactants needed to synthesize it. The reactants are: [Cl:1][C:2]1[CH:8]=[C:7]([I:9])[CH:6]=[CH:5][C:3]=1[NH2:4].C([N-]C(C)C)(C)C.[Li+].[CH3:18][N:19]([CH3:33])[S:20]([C:23]1[CH:31]=[CH:30][C:26]([C:27]([OH:29])=[O:28])=[C:25](F)[CH:24]=1)(=[O:22])=[O:21]. (4) Given the product [F:22][C:23]1[CH:24]=[C:25]([C:26]([C:34]2[NH:15][C:11]3=[N:10][C:9]([C:16]4[CH:17]=[N:18][CH:19]=[CH:20][CH:21]=4)=[C:8]([C:7]4[CH:6]=[CH:5][N:4]=[CH:3][C:2]=4[F:1])[CH:13]=[C:12]3[N:14]=2)=[O:27])[CH:29]=[C:30]([F:32])[CH:31]=1, predict the reactants needed to synthesize it. The reactants are: [F:1][C:2]1[CH:3]=[N:4][CH:5]=[CH:6][C:7]=1[C:8]1[C:9]([C:16]2[CH:17]=[N:18][CH:19]=[CH:20][CH:21]=2)=[N:10][C:11]([NH2:15])=[C:12]([NH2:14])[CH:13]=1.[F:22][C:23]1[CH:24]=[C:25]([CH:29]=[C:30]([F:32])[CH:31]=1)[C:26](Cl)=[O:27].N1C=CC=C[CH:34]=1. (5) Given the product [N:15]1([CH2:4][CH2:3][C:2]#[C:7][C:2]2[CH:7]=[N:6][CH:5]=[C:4]([CH2:8][N:15]3[CH2:16][CH2:11][CH2:12][CH2:13][CH2:14]3)[CH:3]=2)[CH2:16][CH2:11][CH2:12][CH2:13][CH2:14]1, predict the reactants needed to synthesize it. The reactants are: Br[C:2]1[CH:3]=[C:4]([CH:8]=O)[CH:5]=[N:6][CH:7]=1.Br[C:11]1[CH:12]=[C:13](CO)[CH:14]=[N:15][CH:16]=1. (6) Given the product [CH3:20][C:18]1[O:17][N:16]=[C:15]([C:11]2[CH:10]=[C:9]([C@H:8]([NH:21][CH3:22])[CH2:7][N:4]3[CH2:5][CH2:6][C@H:2]([OH:1])[CH2:3]3)[CH:14]=[CH:13][CH:12]=2)[N:19]=1, predict the reactants needed to synthesize it. The reactants are: [OH:1][C@H:2]1[CH2:6][CH2:5][N:4]([CH2:7][C@@H:8]([N:21](C)[C:22](=O)OCC2C=CC=CC=2)[C:9]2[CH:14]=[CH:13][CH:12]=[C:11]([C:15]3[N:19]=[C:18]([CH3:20])[O:17][N:16]=3)[CH:10]=2)[CH2:3]1. (7) The reactants are: [OH:1][C:2]1[C:3]([O:15][CH3:16])=[CH:4][C:5]([N+:12]([O-:14])=[O:13])=[C:6]([CH:11]=1)[C:7]([O:9][CH3:10])=[O:8].[CH2:17](Cl)[C:18]1[CH:23]=[CH:22][CH:21]=[CH:20][CH:19]=1.C([O-])([O-])=O.[K+].[K+].[I-].[K+]. Given the product [CH2:17]([O:1][C:2]1[C:3]([O:15][CH3:16])=[CH:4][C:5]([N+:12]([O-:14])=[O:13])=[C:6]([CH:11]=1)[C:7]([O:9][CH3:10])=[O:8])[C:18]1[CH:23]=[CH:22][CH:21]=[CH:20][CH:19]=1, predict the reactants needed to synthesize it.